Dataset: Catalyst prediction with 721,799 reactions and 888 catalyst types from USPTO. Task: Predict which catalyst facilitates the given reaction. (1) Reactant: [NH:1]1[CH:5]=[N:4][C:3]([CH:6]2[CH2:11][CH2:10][N:9](C(OCC3C=CC=CC=3)=O)[CH2:8][CH2:7]2)=[N:2]1. Product: [NH:1]1[CH:5]=[N:4][C:3]([CH:6]2[CH2:11][CH2:10][NH:9][CH2:8][CH2:7]2)=[N:2]1. The catalyst class is: 29. (2) Reactant: [CH:1]1([C:4]2[C:13]3[CH2:12][N:11]([C:14]4[CH:23]=[C:22]5[C:17]([CH2:18][CH2:19][CH:20]([C:24]6[C:29]([F:30])=[CH:28][CH:27]=[CH:26][N:25]=6)[O:21]5)=[CH:16][C:15]=4[CH3:31])[C:10](=[O:32])[NH:9][C:8]=3[CH:7]=[C:6](/[CH:33]=[CH:34]/[C:35]([OH:37])=[O:36])[N:5]=2)[CH2:3][CH2:2]1. Product: [CH:1]1([C:4]2[C:13]3[CH2:12][N:11]([C:14]4[CH:23]=[C:22]5[C:17]([CH2:18][CH2:19][CH:20]([C:24]6[C:29]([F:30])=[CH:28][CH:27]=[CH:26][N:25]=6)[O:21]5)=[CH:16][C:15]=4[CH3:31])[C:10](=[O:32])[NH:9][C:8]=3[CH:7]=[C:6]([CH2:33][CH2:34][C:35]([OH:37])=[O:36])[N:5]=2)[CH2:2][CH2:3]1. The catalyst class is: 129. (3) Reactant: Cl.Cl.C([O:10][C:11]1[CH:20]=[C:19]2[C:14]([C:15]([NH:21][C:22]3[CH:27]=[C:26]([NH:28][C:29]([C:31]4[CH:36]=[CH:35][N:34]=[C:33]([N:37]5[CH2:42][CH2:41][O:40][CH2:39][CH2:38]5)[CH:32]=4)=[O:30])[CH:25]=[CH:24][C:23]=3[CH3:43])=[N:16][CH:17]=[N:18]2)=[CH:13][C:12]=1[O:44][CH3:45])C1C=CC=CC=1. Product: [OH:10][C:11]1[CH:20]=[C:19]2[C:14]([C:15]([NH:21][C:22]3[CH:27]=[C:26]([NH:28][C:29]([C:31]4[CH:36]=[CH:35][N:34]=[C:33]([N:37]5[CH2:42][CH2:41][O:40][CH2:39][CH2:38]5)[CH:32]=4)=[O:30])[CH:25]=[CH:24][C:23]=3[CH3:43])=[N:16][CH:17]=[N:18]2)=[CH:13][C:12]=1[O:44][CH3:45]. The catalyst class is: 55. (4) Reactant: [CH2:1]([N:8]1[C:16]2[C:11](=[CH:12][C:13]([CH3:19])=[C:14]([O:17]C)[CH:15]=2)[C:10]([CH3:21])([CH3:20])[C:9]1=[O:22])[C:2]1[CH:7]=[CH:6][CH:5]=[CH:4][CH:3]=1.B(Br)(Br)Br. Product: [CH2:1]([N:8]1[C:16]2[C:11](=[CH:12][C:13]([CH3:19])=[C:14]([OH:17])[CH:15]=2)[C:10]([CH3:20])([CH3:21])[C:9]1=[O:22])[C:2]1[CH:7]=[CH:6][CH:5]=[CH:4][CH:3]=1. The catalyst class is: 4. (5) Reactant: [CH3:1][C:2](=[O:7])[CH2:3][C:4](=[O:6])[CH3:5].B(OB=O)=O.[Cl:13][C:14]1[CH:21]=[C:20]([OH:22])[CH:19]=[CH:18][C:15]=1[CH:16]=O.C(OC)(OC)OC.C(N)CCC.Cl. Product: [Cl:13][C:14]1[CH:21]=[C:20]([OH:22])[CH:19]=[CH:18][C:15]=1[CH:16]=[CH:1][C:2](=[O:7])[CH2:3][C:4](=[O:6])[CH3:5]. The catalyst class is: 13. (6) Reactant: [C:1]1([C:23]2[CH:28]=[CH:27][CH:26]=[CH:25][CH:24]=2)[CH:6]=[CH:5][C:4]([CH2:7][C@H:8]2N(CC3C=CC(OC)=CC=3)[C:11](=[O:22])[CH2:10][CH2:9]2)=[CH:3][CH:2]=1.CN1[C:35](=O)[N:34]([CH3:37])[CH2:33][CH2:32][CH2:31]1.CO[C:40](=[O:47])[C:41]1[CH:46]=[CH:45][CH:44]=[CH:43][CH:42]=1.[H-].[Na+].[Cl-].[NH4+:51]. Product: [C:40]([C@H:10]1[CH2:9][CH:8]([CH2:7][C:4]2[CH:3]=[CH:2][C:1]([C:23]3[CH:24]=[CH:25][CH:26]=[CH:27][CH:28]=3)=[CH:6][CH:5]=2)[N:51]([CH2:35][N:34]2[CH2:33][CH2:32][CH2:31][CH2:37]2)[C:11]1=[O:22])(=[O:47])[C:41]1[CH:42]=[CH:43][CH:44]=[CH:45][CH:46]=1. The catalyst class is: 42.